Task: Predict the reactants needed to synthesize the given product.. Dataset: Full USPTO retrosynthesis dataset with 1.9M reactions from patents (1976-2016) (1) Given the product [Cl:1][C:2]1[CH:7]=[CH:6][CH:5]=[CH:4][C:3]=1[C:8]1[C:9]([C:15]2[CH:20]=[CH:19][C:18]([Cl:21])=[CH:17][CH:16]=2)=[CH:10][C:11]([NH:22][NH2:23])=[N:12][CH:13]=1, predict the reactants needed to synthesize it. The reactants are: [Cl:1][C:2]1[CH:7]=[CH:6][CH:5]=[CH:4][C:3]=1[C:8]1[C:9]([C:15]2[CH:20]=[CH:19][C:18]([Cl:21])=[CH:17][CH:16]=2)=[CH:10][C:11](F)=[N:12][CH:13]=1.[NH2:22][NH2:23]. (2) Given the product [Cl:1][C:2]1[CH:8]=[CH:7][C:6]([N+:9]([O-:11])=[O:10])=[CH:5][C:3]=1[NH:4][C:12](=[O:17])[C:13]([CH3:16])([CH3:15])[CH3:14], predict the reactants needed to synthesize it. The reactants are: [Cl:1][C:2]1[CH:8]=[CH:7][C:6]([N+:9]([O-:11])=[O:10])=[CH:5][C:3]=1[NH2:4].[C:12](Cl)(=[O:17])[C:13]([CH3:16])([CH3:15])[CH3:14]. (3) Given the product [N:37]1[CH:38]=[CH:39][CH:40]=[CH:41][C:36]=1[S:33]([CH:15]([NH:16][CH2:17][C:18]1[CH:23]=[CH:22][C:21]([C:24]2[S:25][CH:26]=[C:27]([C:29]([F:30])([F:31])[F:32])[N:28]=2)=[CH:20][CH:19]=1)[C:11]1[N:10]=[C:9]([NH:8][CH2:42][C:43]([OH:45])=[O:44])[CH:14]=[CH:13][CH:12]=1)(=[O:34])=[O:35], predict the reactants needed to synthesize it. The reactants are: C(OC([N:8]([CH2:42][C:43]([O:45]C(C)(C)C)=[O:44])[C:9]1[CH:14]=[CH:13][CH:12]=[C:11]([CH:15]([S:33]([C:36]2[CH:41]=[CH:40][CH:39]=[CH:38][N:37]=2)(=[O:35])=[O:34])[NH:16][CH2:17][C:18]2[CH:23]=[CH:22][C:21]([C:24]3[S:25][CH:26]=[C:27]([C:29]([F:32])([F:31])[F:30])[N:28]=3)=[CH:20][CH:19]=2)[N:10]=1)=O)(C)(C)C.C(OC(N(CC(OC(C)(C)C)=O)C1C=CC=C(C(CC2C=CC(N3C=CC=N3)=CC=2)NS(C2C=CC=CN=2)(=O)=O)N=1)=O)(C)(C)C. (4) Given the product [F:5][C:6]1[CH:7]=[CH:8][C:9]([NH:12][NH:13][C:14](=[O:18])[CH:15]([CH3:17])[CH3:16])=[N:10][CH:11]=1, predict the reactants needed to synthesize it. The reactants are: C(Cl)CCl.[F:5][C:6]1[CH:7]=[CH:8][C:9]([NH:12][NH2:13])=[N:10][CH:11]=1.[C:14](O)(=[O:18])[CH:15]([CH3:17])[CH3:16].C1C=CC2N(O)N=NC=2C=1. (5) The reactants are: [F:1][C:2]1[CH:10]=[CH:9][C:5]([C:6](Cl)=[O:7])=[CH:4][CH:3]=1.[Cl-].[Al+3].[Cl-].[Cl-].[CH3:15][N:16]1[CH:20]=[C:19]([CH3:21])[CH:18]=[C:17]1[CH2:22][C:23]([O:25][CH2:26][CH3:27])=[O:24]. Given the product [CH3:15][N:16]1[C:20]([C:6](=[O:7])[C:5]2[CH:9]=[CH:10][C:2]([F:1])=[CH:3][CH:4]=2)=[C:19]([CH3:21])[CH:18]=[C:17]1[CH2:22][C:23]([O:25][CH2:26][CH3:27])=[O:24], predict the reactants needed to synthesize it. (6) Given the product [CH3:32][C:33]([CH3:41])([CH2:36][S:37]([CH3:40])(=[O:39])=[O:38])[CH2:34][NH:35][C:28]([C:25]1[CH2:24][CH2:23][NH:22][C:21]2[N:20]=[CH:19][N:18]=[C:17]([NH:16][C:4]3[CH:5]=[CH:6][C:7]([O:8][C:9]4[CH:10]=[N:11][C:12]([CH3:15])=[CH:13][CH:14]=4)=[C:2]([CH3:1])[CH:3]=3)[C:27]=2[CH:26]=1)=[O:30], predict the reactants needed to synthesize it. The reactants are: [CH3:1][C:2]1[CH:3]=[C:4]([NH:16][C:17]2[C:27]3[CH:26]=[C:25]([C:28]([OH:30])=O)[CH2:24][CH2:23][NH:22][C:21]=3[N:20]=[CH:19][N:18]=2)[CH:5]=[CH:6][C:7]=1[O:8][C:9]1[CH:10]=[N:11][C:12]([CH3:15])=[CH:13][CH:14]=1.Cl.[CH3:32][C:33]([CH3:41])([CH2:36][S:37]([CH3:40])(=[O:39])=[O:38])[CH2:34][NH2:35].Cl.C(N=C=NCCCN(C)C)C.O.ON1C2C=CC=CC=2N=N1. (7) Given the product [Cl:1][C:2]1[CH:7]=[C:6]2[NH:8][C:9](=[O:29])[C:10]3([CH:15]([C:16]4[CH:21]=[CH:20][CH:19]=[C:18]([Cl:22])[CH:17]=4)[CH2:14][C:13](=[S:39])[NH:12][CH:11]3[C:24](=[CH2:28])[CH2:25][CH2:26][CH3:27])[C:5]2=[CH:4][CH:3]=1, predict the reactants needed to synthesize it. The reactants are: [Cl:1][C:2]1[CH:7]=[C:6]2[NH:8][C:9](=[O:29])[C:10]3([CH:15]([C:16]4[CH:21]=[CH:20][CH:19]=[C:18]([Cl:22])[CH:17]=4)[CH2:14][C:13](=O)[NH:12][CH:11]3[C:24](=[CH2:28])[CH2:25][CH2:26][CH3:27])[C:5]2=[CH:4][CH:3]=1.COC1C=CC(P2(=S)SP(=S)(C3C=CC(OC)=CC=3)[S:39]2)=CC=1. (8) Given the product [F:1][C:2]1[CH:29]=[CH:28][C:5]([CH2:6][C:7]2[NH:34][C:9](/[CH:12]=[CH:13]/[C:14]3[CH:19]=[CH:18][C:17]([N:20]4[CH:24]=[C:23]([CH3:25])[N:22]=[CH:21]4)=[C:16]([O:26][CH3:27])[CH:15]=3)=[N:10][N:11]=2)=[CH:4][CH:3]=1, predict the reactants needed to synthesize it. The reactants are: [F:1][C:2]1[CH:29]=[CH:28][C:5]([CH2:6][C:7]2O[C:9](/[CH:12]=[CH:13]/[C:14]3[CH:19]=[CH:18][C:17]([N:20]4[CH:24]=[C:23]([CH3:25])[N:22]=[CH:21]4)=[C:16]([O:26][CH3:27])[CH:15]=3)=[N:10][N:11]=2)=[CH:4][CH:3]=1.C([O-])(=O)C.[NH4+:34].